From a dataset of Forward reaction prediction with 1.9M reactions from USPTO patents (1976-2016). Predict the product of the given reaction. (1) Given the reactants [C:1]1(B(O)O)[CH:6]=[CH:5][CH:4]=[CH:3][CH:2]=1.Br[C:11]1[CH:16]=[CH:15][CH:14]=[C:13]([Br:17])[C:12]=1[O:18][CH3:19].C(=O)([O-])[O-].[K+].[K+], predict the reaction product. The product is: [Br:17][C:13]1[C:12]([O:18][CH3:19])=[C:11]([C:1]2[CH:6]=[CH:5][CH:4]=[CH:3][CH:2]=2)[CH:16]=[CH:15][CH:14]=1. (2) Given the reactants [CH3:1][O:2][C:3]([O:9][CH3:10])([CH3:8])[C:4](=[N:6][OH:7])[CH3:5].C([Li])CCC.[CH3:16][Si:17]([CH3:31])([CH3:30])[C:18]#[C:19][CH2:20][O:21][C:22]1[CH:29]=[CH:28][CH:27]=[CH:26][C:23]=1[CH:24]=[O:25].[Cl-].[NH4+], predict the reaction product. The product is: [OH:25][CH:24]([C:23]1[CH:26]=[CH:27][CH:28]=[CH:29][C:22]=1[O:21][CH2:20][C:19]#[C:18][Si:17]([CH3:16])([CH3:31])[CH3:30])[CH2:5][C:4](=[N:6][OH:7])[C:3]([O:9][CH3:10])([O:2][CH3:1])[CH3:8]. (3) Given the reactants [OH:1][CH:2]([C:8]1[C:17]([CH3:18])=[CH:16][C:15]2[C:10](=[CH:11][CH:12]=[CH:13][CH:14]=2)[C:9]=1[OH:19])[C:3]([O:5][CH2:6][CH3:7])=[O:4].Cl(O)(=O)(=O)=O.C([O-])(O)=O.[Na+], predict the reaction product. The product is: [C:8]([O:1][CH:2]([C:8]1[C:17]([CH3:18])=[CH:16][C:15]2[C:10](=[CH:11][CH:12]=[CH:13][CH:14]=2)[C:9]=1[OH:19])[C:3]([O:5][CH2:6][CH3:7])=[O:4])([CH3:17])([CH3:9])[CH3:2]. (4) The product is: [Cl:1][C:2]1[CH:10]=[C:9]2[C:5]([C:6](=[CH:15][C:14]3[CH:17]=[C:18]([F:21])[CH:19]=[CH:20][C:13]=3[F:12])[C:7](=[O:11])[NH:8]2)=[CH:4][CH:3]=1. Given the reactants [Cl:1][C:2]1[CH:10]=[C:9]2[C:5]([CH2:6][C:7](=[O:11])[NH:8]2)=[CH:4][CH:3]=1.[F:12][C:13]1[CH:20]=[CH:19][C:18]([F:21])=[CH:17][C:14]=1[CH:15]=O, predict the reaction product. (5) Given the reactants CC1(C)C2C(=C(P(C3C=CC=CC=3)C3C=CC=CC=3)C=CC=2)OC2C(P(C3C=CC=CC=3)C3C=CC=CC=3)=CC=CC1=2.[Br:43][C:44]1[CH:49]=[C:48]([O:50][CH3:51])[C:47](I)=[CH:46][C:45]=1[Cl:53].[NH2:54][C:55]1[CH:60]=[CH:59][C:58]([S:61][CH2:62][C:63]2[CH:68]=[CH:67][CH:66]=[CH:65][CH:64]=2)=[CH:57][C:56]=1/[CH:69]=[CH:70]/[C:71]#[N:72].P([O-])([O-])([O-])=O.[K+].[K+].[K+].CC(C)([O-])C.[K+].C1COCC1, predict the reaction product. The product is: [CH2:62]([S:61][C:58]1[CH:57]=[C:56]2[C:55](=[CH:60][CH:59]=1)[N:54]([C:47]1[CH:46]=[C:45]([Cl:53])[C:44]([Br:43])=[CH:49][C:48]=1[O:50][CH3:51])[C:71](=[NH:72])[CH:70]=[CH:69]2)[C:63]1[CH:68]=[CH:67][CH:66]=[CH:65][CH:64]=1. (6) Given the reactants [CH2:1]([C:3]1[CH:8]=[C:7]([OH:9])[CH:6]=[CH:5][C:4]=1[CH:10]1[C:15](=[O:16])[C:14]([CH3:18])([CH3:17])[O:13][C:12]([CH3:20])([CH3:19])[C:11]1=[O:21])[CH3:2].F[C:23]1[CH:28]=[CH:27][C:26]([C:29]([F:32])([F:31])[F:30])=[CH:25][N:24]=1.C(=O)([O-])[O-].[K+].[K+].Cl, predict the reaction product. The product is: [F:30][C:29]([F:32])([F:31])[C:26]1[CH:27]=[CH:28][C:23]([O:9][C:7]2[CH:6]=[CH:5][C:4]([CH:10]3[C:15](=[O:16])[C:14]([CH3:18])([CH3:17])[O:13][C:12]([CH3:20])([CH3:19])[C:11]3=[O:21])=[C:3]([CH2:1][CH3:2])[CH:8]=2)=[N:24][CH:25]=1. (7) Given the reactants [C:1]([SiH2:5][O:6][C:7]([CH3:15])([CH3:14])[C@H:8]1[NH:12][C:11](=[O:13])[CH2:10][CH2:9]1)([CH3:4])([CH3:3])[CH3:2].[Br:16][C:17]1[CH:18]=[N:19][CH:20]=[C:21]([CH2:23]Cl)[CH:22]=1, predict the reaction product. The product is: [Br:16][C:17]1[CH:22]=[C:21]([CH2:23][N:12]2[C@H:8]([C:7]([CH3:15])([CH3:14])[O:6][SiH2:5][C:1]([CH3:4])([CH3:2])[CH3:3])[CH2:9][CH2:10][C:11]2=[O:13])[CH:20]=[N:19][CH:18]=1. (8) Given the reactants [CH2:1]([C:4]1[C:8]([CH2:9][CH2:10][CH2:11][OH:12])=[CH:7][N:6]([C:13]2[CH:18]=[CH:17][C:16]([C:19]([F:22])([F:21])[F:20])=[CH:15][N:14]=2)[N:5]=1)[CH2:2][CH3:3].[F:23][C:24]1[CH:29]=[CH:28][C:27]([CH2:30][C:31]([O:33]C)=[O:32])=[CH:26][C:25]=1O.C(P(CCCC)CCCC)CCC.N(C(N1CCCCC1)=O)=NC(N1CCCCC1)=O, predict the reaction product. The product is: [F:23][C:24]1[CH:25]=[CH:26][C:27]([CH2:30][C:31]([OH:33])=[O:32])=[CH:28][C:29]=1[O:12][CH2:11][CH2:10][CH2:9][C:8]1[C:4]([CH2:1][CH2:2][CH3:3])=[N:5][N:6]([C:13]2[CH:18]=[CH:17][C:16]([C:19]([F:21])([F:20])[F:22])=[CH:15][N:14]=2)[CH:7]=1.